From a dataset of Reaction yield outcomes from USPTO patents with 853,638 reactions. Predict the reaction yield, written as a fraction of the theoretical maximum amount of product (1.0 means a 100% yield; for example, 0.34 means a 34% yield). The reactants are Br[C:2]1[CH:3]=[C:4]([CH3:15])[C:5]([N:10]2[CH:14]=[N:13][CH:12]=[N:11]2)=[C:6]([CH:9]=1)[C:7]#[N:8].C(=O)([O-])[O-].[K+].[K+].[C:22]1(P(C2C=CC=CC=2)C2C=CC=CC=2)C=CC=C[CH:23]=1. The catalyst is C1(C)C=CC=CC=1. The product is [CH3:15][C:4]1[C:5]([N:10]2[CH:14]=[N:13][CH:12]=[N:11]2)=[C:6]([CH:9]=[C:2]([CH:22]=[CH2:23])[CH:3]=1)[C:7]#[N:8]. The yield is 0.520.